This data is from Reaction yield outcomes from USPTO patents with 853,638 reactions. The task is: Predict the reaction yield, written as a fraction of the theoretical maximum amount of product (1.0 means a 100% yield; for example, 0.34 means a 34% yield). (1) The reactants are Cl[C:2]1[CH:7]=[C:6]([Cl:8])[N:5]=[C:4]([NH2:9])[N:3]=1.[C:10]1([CH2:16][CH2:17][NH2:18])[CH:15]=[CH:14][CH:13]=[CH:12][CH:11]=1.CCN(C(C)C)C(C)C. The catalyst is CCCCO. The product is [Cl:8][C:6]1[N:5]=[C:4]([NH2:9])[N:3]=[C:2]([NH:18][CH2:17][CH2:16][C:10]2[CH:15]=[CH:14][CH:13]=[CH:12][CH:11]=2)[CH:7]=1. The yield is 0.880. (2) The reactants are N[C:2]1[N:10]=[C:9]2[C:5]([N:6]=[CH:7][N:8]2[C@@H:11]2[O:23][C@H:22]([CH2:24][O:25][C:26](=[O:28])[CH3:27])[C@@H:17]([O:18][C:19](=[O:21])[CH3:20])[C@H:12]2[O:13][C:14](=[O:16])[CH3:15])=[C:4]([Cl:29])[N:3]=1.N(OC(C)(C)C)=[O:31]. The catalyst is CC(O)C.O. The product is [Cl:29][C:4]1[N:3]=[C:2]([OH:31])[N:10]=[C:9]2[C:5]=1[N:6]=[CH:7][N:8]2[C@@H:11]1[O:23][C@H:22]([CH2:24][O:25][C:26](=[O:28])[CH3:27])[C@@H:17]([O:18][C:19](=[O:21])[CH3:20])[C@H:12]1[O:13][C:14](=[O:16])[CH3:15]. The yield is 1.00. (3) The product is [Br:22][C:23]1[CH:24]=[C:25]2[C:31](=[CH:20][C:3]3[NH:4][C:5]4[CH2:10][CH2:9][N:8]([CH2:11][CH2:12][N:13]5[CH2:14][CH2:15][CH2:16][CH2:17][CH2:18]5)[C:7](=[O:19])[C:6]=4[C:2]=3[CH3:1])[C:30](=[O:32])[NH:29][C:26]2=[N:27][CH:28]=1. The yield is 0.651. No catalyst specified. The reactants are [CH3:1][C:2]1[C:6]2[C:7](=[O:19])[N:8]([CH2:11][CH2:12][N:13]3[CH2:18][CH2:17][CH2:16][CH2:15][CH2:14]3)[CH2:9][CH2:10][C:5]=2[NH:4][C:3]=1[CH:20]=O.[Br:22][C:23]1[CH:24]=[C:25]2[CH2:31][C:30](=[O:32])[NH:29][C:26]2=[N:27][CH:28]=1.